Predict the product of the given reaction. From a dataset of Forward reaction prediction with 1.9M reactions from USPTO patents (1976-2016). (1) Given the reactants [N:1]([C:4]1C=CC(C(OC)=O)=[CH:6][CH:5]=1)=[C:2]=[O:3].[CH2:14]1[C:22]2[CH:21]=[CH:20][N:19]=[CH:18][C:17]=2[CH2:16][NH:15]1.[CH2:23]1[C:31]2[C:26](=[CH:27][CH:28]=[CH:29][CH:30]=2)CN1, predict the reaction product. The product is: [C:31]1([CH2:23][CH2:6][CH2:5][CH2:4][NH:1][C:2]([N:15]2[CH2:14][C:22]3[CH:21]=[CH:20][N:19]=[CH:18][C:17]=3[CH2:16]2)=[O:3])[CH:26]=[CH:27][CH:28]=[CH:29][CH:30]=1. (2) Given the reactants [F:1][C:2]1[C:10]([F:11])=[CH:9][C:5]([C:6]([OH:8])=[O:7])=[C:4]([N+:12]([O-:14])=[O:13])[CH:3]=1.OS(O)(=O)=O.[CH3:20]O, predict the reaction product. The product is: [F:1][C:2]1[C:10]([F:11])=[CH:9][C:5]([C:6]([O:8][CH3:20])=[O:7])=[C:4]([N+:12]([O-:14])=[O:13])[CH:3]=1. (3) Given the reactants C([Zn]CC)C.[CH:6](N1CCC[C@H]1C(O)=O)([CH3:8])[CH3:7].C[Si](C)(C)C#CCB1OC(C)(C)C(C)(C)O1.[F:33][C:34]1[CH:35]=[CH:36][C:37]([C:53]([CH3:62])([CH3:61])[CH2:54][C:55](=[O:60])[C:56]([F:59])([F:58])[F:57])=[C:38]([CH:52]=1)[C:39]([NH:41][C@H:42]([C:44]1[CH:49]=[CH:48][C:47]([O:50][CH3:51])=[CH:46][CH:45]=1)[CH3:43])=[O:40], predict the reaction product. The product is: [F:33][C:34]1[CH:35]=[CH:36][C:37]([C:53]([CH3:61])([CH3:62])[CH2:54][C@:55]([C:56]([F:58])([F:59])[F:57])([OH:60])[CH2:8][C:6]#[CH:7])=[C:38]([CH:52]=1)[C:39]([NH:41][C@H:42]([C:44]1[CH:45]=[CH:46][C:47]([O:50][CH3:51])=[CH:48][CH:49]=1)[CH3:43])=[O:40]. (4) Given the reactants C(OC([N:8]1[C:16]2[C:11](=[C:12]([CH3:34])[C:13]([O:17][CH2:18][C:19]3[CH:24]=[CH:23][C:22]([CH:25]4[CH2:30][CH2:29][CH2:28][CH2:27][CH2:26]4)=[C:21]([N:31]([CH3:33])[CH3:32])[CH:20]=3)=[CH:14][CH:15]=2)[CH2:10][CH2:9]1)=O)(C)(C)C.[ClH:35].O1CCOCC1, predict the reaction product. The product is: [ClH:35].[CH:25]1([C:22]2[CH:23]=[CH:24][C:19]([CH2:18][O:17][C:13]3[C:12]([CH3:34])=[C:11]4[C:16](=[CH:15][CH:14]=3)[NH:8][CH2:9][CH2:10]4)=[CH:20][C:21]=2[N:31]([CH3:32])[CH3:33])[CH2:26][CH2:27][CH2:28][CH2:29][CH2:30]1. (5) Given the reactants [C:1]([O:5][C:6]([N:8]1[CH2:13][CH2:12][CH2:11][CH2:10][CH:9]1[C:14](O)=O)=[O:7])([CH3:4])([CH3:3])[CH3:2].C([N:19](CC)CC)C.ClC(OCC)=O.N, predict the reaction product. The product is: [C:1]([O:5][C:6]([N:8]1[CH2:13][CH2:12][CH2:11][CH2:10][CH:9]1[C:14]#[N:19])=[O:7])([CH3:4])([CH3:3])[CH3:2]. (6) Given the reactants C1(S([N:10]2[CH:14]=[CH:13][C:12]([C:15]([C:17]3[CH:18]=[CH:19][C:20]([Cl:27])=[C:21]([S:23]([NH2:26])(=[O:25])=[O:24])[CH:22]=3)=[O:16])=[CH:11]2)(=O)=O)C=CC=CC=1, predict the reaction product. The product is: [Cl:27][C:20]1[CH:19]=[CH:18][C:17]([C:15]([C:12]2[CH:13]=[CH:14][NH:10][CH:11]=2)=[O:16])=[CH:22][C:21]=1[S:23]([NH2:26])(=[O:24])=[O:25].